This data is from Experimentally validated miRNA-target interactions with 360,000+ pairs, plus equal number of negative samples. The task is: Binary Classification. Given a miRNA mature sequence and a target amino acid sequence, predict their likelihood of interaction. The miRNA is mmu-miR-883b-3p with sequence UAACUGCAACAUCUCUCAGUAU. The protein sequence of the target gene is MARLTKRRQADTKAIQHLWAAIEIIRNQKQIANIDRITKYMSRVHGMHPKETTRQLSLAVKDGLIVETLTVGCKGSKAGIEQEGYWLPGDEIDWETETHDWYCFECHLPGEVLICDLCFRVYHSKCLSDEFRLRDSSSHWQCPVCRSIKKKHSNKQEMGTYLRFIVSRMKERAIDLNKKGKDSKHPMYRRLVHSAVDVPTIQEKVNEGKYRSYEEFKADAQLLLHNTVIFYGADSEQADIARMLYKDTCHELDELQLCKNCFYLSNARPDNWFCYPCIPNHELVWAKMKGFGFWPAKVMQ.... Result: 0 (no interaction).